This data is from Forward reaction prediction with 1.9M reactions from USPTO patents (1976-2016). The task is: Predict the product of the given reaction. (1) Given the reactants [CH2:1]([C:3]1[C:8]([C:9]2[CH:10]=[N:11][C:12]([C:15]3[CH:20]=[CH:19][C:18]([O:21][CH:22]([CH3:24])[CH3:23])=[C:17]([C:25]([F:28])([F:27])[F:26])[CH:16]=3)=[N:13][CH:14]=2)=[CH:7][CH:6]=[CH:5][C:4]=1[CH2:29][CH2:30][CH2:31][C:32]([O:34]CC)=[O:33])[CH3:2].[OH-].[Na+], predict the reaction product. The product is: [CH2:1]([C:3]1[C:8]([C:9]2[CH:10]=[N:11][C:12]([C:15]3[CH:20]=[CH:19][C:18]([O:21][CH:22]([CH3:24])[CH3:23])=[C:17]([C:25]([F:28])([F:26])[F:27])[CH:16]=3)=[N:13][CH:14]=2)=[CH:7][CH:6]=[CH:5][C:4]=1[CH2:29][CH2:30][CH2:31][C:32]([OH:34])=[O:33])[CH3:2]. (2) Given the reactants [Cl:1][C:2]1[N:7]=[C:6]([Cl:8])[CH:5]=[C:4](Cl)[N:3]=1.C(N(CC)CC)C.[CH3:17][O:18][C:19]1[CH:26]=[CH:25][C:22]([CH2:23][NH2:24])=[CH:21][CH:20]=1, predict the reaction product. The product is: [Cl:1][C:2]1[N:3]=[C:4]([NH:24][CH2:23][C:22]2[CH:25]=[CH:26][C:19]([O:18][CH3:17])=[CH:20][CH:21]=2)[CH:5]=[C:6]([Cl:8])[N:7]=1. (3) Given the reactants [F:1][C:2]1[CH:10]=[CH:9][CH:8]=[C:7]2[C:3]=1[CH2:4][CH2:5][NH:6]2.[C:11](O[C:11]([O:13][C:14]([CH3:17])([CH3:16])[CH3:15])=[O:12])([O:13][C:14]([CH3:17])([CH3:16])[CH3:15])=[O:12].C(N(C(C)C)CC)(C)C, predict the reaction product. The product is: [F:1][C:2]1[CH:10]=[CH:9][CH:8]=[C:7]2[C:3]=1[CH2:4][CH2:5][N:6]2[C:11]([O:13][C:14]([CH3:17])([CH3:16])[CH3:15])=[O:12]. (4) Given the reactants [F:1][C:2]1[CH:7]=[C:6]([O:8][CH2:9][C:10]2[CH:11]=[C:12]([C:16]3[C:21]([CH3:22])=[CH:20][C:19]([OH:23])=[CH:18][C:17]=3[CH3:24])[CH:13]=[CH:14][CH:15]=2)[CH:5]=[CH:4][C:3]=1[CH2:25][CH2:26][C:27]([O:29][CH2:30][CH3:31])=[O:28].[CH2:32]([NH:34][CH2:35][CH2:36]O)[CH3:33].C(P(CCCC)CCCC)CCC.N(C(N1CCCCC1)=O)=NC(N1CCCCC1)=O.C(=O)([O-])O.[Na+], predict the reaction product. The product is: [CH2:32]([NH:34][CH2:35][CH2:36][O:23][C:19]1[CH:18]=[C:17]([CH3:24])[C:16]([C:12]2[CH:13]=[CH:14][CH:15]=[C:10]([CH2:9][O:8][C:6]3[CH:5]=[CH:4][C:3]([CH2:25][CH2:26][C:27]([O:29][CH2:30][CH3:31])=[O:28])=[C:2]([F:1])[CH:7]=3)[CH:11]=2)=[C:21]([CH3:22])[CH:20]=1)[CH3:33]. (5) The product is: [Cl:10][C:11]1[C:12]([CH3:16])=[N:13][N:14]([C:2]2[CH:8]=[CH:7][CH:6]=[C:5]([CH3:9])[C:3]=2[NH2:4])[CH:15]=1. Given the reactants Br[C:2]1[CH:8]=[CH:7][CH:6]=[C:5]([CH3:9])[C:3]=1[NH2:4].[Cl:10][C:11]1[C:12]([CH3:16])=[N:13][NH:14][CH:15]=1.C(=O)([O-])[O-].[K+].[K+].CNCCNC, predict the reaction product. (6) Given the reactants [C:1]([C:5]1[N:9]=[C:8]([N:10]2[CH2:15][CH2:14][CH:13]([NH:16][CH:17]3[CH2:19][CH2:18]3)[CH2:12][CH2:11]2)[O:7][N:6]=1)([CH3:4])([CH3:3])[CH3:2].[O:20]1[C:24]([C:25]2[CH:33]=[CH:32][C:28]([C:29](O)=[O:30])=[CH:27][N:26]=2)=[CH:23][N:22]=[CH:21]1, predict the reaction product. The product is: [C:1]([C:5]1[N:9]=[C:8]([N:10]2[CH2:11][CH2:12][CH:13]([N:16]([CH:17]3[CH2:19][CH2:18]3)[C:29](=[O:30])[C:28]3[CH:32]=[CH:33][C:25]([C:24]4[O:20][CH:21]=[N:22][CH:23]=4)=[N:26][CH:27]=3)[CH2:14][CH2:15]2)[O:7][N:6]=1)([CH3:4])([CH3:2])[CH3:3].